From a dataset of Forward reaction prediction with 1.9M reactions from USPTO patents (1976-2016). Predict the product of the given reaction. (1) Given the reactants [C:1]1([NH:7][C:8]([C@@H:10]2[CH2:15][CH2:14][CH2:13][N:12]([C:16]([O:18][C:19]([CH3:22])([CH3:21])[CH3:20])=[O:17])[CH2:11]2)=O)[CH:6]=[CH:5][CH:4]=[CH:3][CH:2]=1.B, predict the reaction product. The product is: [C:16]([N:12]1[CH2:13][CH2:14][CH2:15][C@H:10]([CH2:8][NH:7][C:1]2[CH:6]=[CH:5][CH:4]=[CH:3][CH:2]=2)[CH2:11]1)([O:18][C:19]([CH3:21])([CH3:22])[CH3:20])=[O:17]. (2) The product is: [CH:4]1[C:3]2[C:21](=[CH:22][CH:23]=[C:16]([OH:15])[CH:17]=2)[CH:18]=[CH:19][N:5]=1. Given the reactants CO[CH:3](OC)[CH2:4][NH2:5].[CH2:19]([O:15][C:16]1[CH:17]=[C:18]([CH:21]=[CH:22][CH:23]=1)[CH:19]=[O:15])[C:18]1[CH:21]=[CH:22][CH:23]=[CH:16][CH:17]=1.FC(F)(F)C(OC(=O)C(F)(F)F)=O.B(F)(F)F.CCOCC, predict the reaction product.